Dataset: Reaction yield outcomes from USPTO patents with 853,638 reactions. Task: Predict the reaction yield, written as a fraction of the theoretical maximum amount of product (1.0 means a 100% yield; for example, 0.34 means a 34% yield). (1) The reactants are C([N:4]1[C:12]2[C:7](=[CH:8][C:9]([C:13](Cl)=[O:14])=[CH:10][CH:11]=2)[C:6]([C:16]2[CH:21]=[CH:20][C:19]([F:22])=[CH:18][CH:17]=2)=[N:5]1)(=O)C.[CH3:23][N:24]1[C:28]([CH2:29][CH2:30][NH2:31])=[CH:27][N:26]=[CH:25]1. No catalyst specified. The product is [F:22][C:19]1[CH:18]=[CH:17][C:16]([C:6]2[C:7]3[C:12](=[CH:11][CH:10]=[C:9]([C:13]([NH:31][CH2:30][CH2:29][C:28]4[N:24]([CH3:23])[CH:25]=[N:26][CH:27]=4)=[O:14])[CH:8]=3)[NH:4][N:5]=2)=[CH:21][CH:20]=1. The yield is 0.320. (2) The reactants are [Br:1][C:2]([F:9])([F:8])[C:3]([O:5]CC)=O.[CH2:10]([NH2:13])[CH:11]=[CH2:12]. No catalyst specified. The product is [CH2:10]([NH:13][C:3](=[O:5])[C:2]([Br:1])([F:8])[F:9])[CH:11]=[CH2:12]. The yield is 1.00. (3) The reactants are [OH:1][C:2]1[C:10]([CH3:11])=[CH:9][CH:8]=[CH:7][C:3]=1[C:4]([OH:6])=[O:5].[Br:12]Br.O. The catalyst is C(O)(=O)C. The product is [Br:12][C:8]1[CH:9]=[C:10]([CH3:11])[C:2]([OH:1])=[C:3]([CH:7]=1)[C:4]([OH:6])=[O:5]. The yield is 0.900. (4) The reactants are [CH2:1]([O:3][C:4]([C:6]1[N:7]([CH2:35][C:36]2[CH:41]=[CH:40][CH:39]=[C:38]([Cl:42])[CH:37]=2)[C:8]2[C:13]([C:14]=1[NH:15][C:16](=[O:24])[C:17]1[CH:22]=[CH:21][CH:20]=[C:19]([NH2:23])[CH:18]=1)=[CH:12][CH:11]=[C:10]([C:25]1[CH:30]=[CH:29][C:28]([CH2:31][CH2:32][CH2:33][CH3:34])=[CH:27][CH:26]=1)[CH:9]=2)=[O:5])[CH3:2].[CH3:43][C:44](=O)[CH2:45][CH2:46][C:47](=O)[CH3:48]. The catalyst is C1(C)C=CC(S(O)(=O)=O)=CC=1.C1(C)C=CC=CC=1. The product is [CH2:1]([O:3][C:4]([C:6]1[N:7]([CH2:35][C:36]2[CH:41]=[CH:40][CH:39]=[C:38]([Cl:42])[CH:37]=2)[C:8]2[C:13]([C:14]=1[NH:15][C:16](=[O:24])[C:17]1[CH:22]=[CH:21][CH:20]=[C:19]([N:23]3[C:47]([CH3:48])=[CH:46][CH:45]=[C:44]3[CH3:43])[CH:18]=1)=[CH:12][CH:11]=[C:10]([C:25]1[CH:30]=[CH:29][C:28]([CH2:31][CH2:32][CH2:33][CH3:34])=[CH:27][CH:26]=1)[CH:9]=2)=[O:5])[CH3:2]. The yield is 0.610.